Predict the reactants needed to synthesize the given product. From a dataset of Full USPTO retrosynthesis dataset with 1.9M reactions from patents (1976-2016). (1) The reactants are: Br[C:2]1[CH:16]=[CH:15][C:5]2[N:6]=[C:7]([NH:9][C:10]([NH:12][CH2:13][CH3:14])=[O:11])[S:8][C:4]=2[CH:3]=1.C1C=CC(P(C2C=CC=CC=2)CCCP(C2C=CC=CC=2)C2C=CC=CC=2)=CC=1.C(N(CC)CC)C.[CH2:53]=[CH:54][C:55]1[CH:60]=[CH:59][CH:58]=[CH:57][CH:56]=1. Given the product [C:55]1(/[CH:54]=[CH:53]/[C:2]2[CH:16]=[CH:15][C:5]3[N:6]=[C:7]([NH:9][C:10]([NH:12][CH2:13][CH3:14])=[O:11])[S:8][C:4]=3[CH:3]=2)[CH:60]=[CH:59][CH:58]=[CH:57][CH:56]=1, predict the reactants needed to synthesize it. (2) Given the product [F:18][C:15]1[CH:16]=[CH:17][C:12]([S:9]([N:3]([CH2:1][CH3:2])[C:4](=[CH2:8])[C:5]([NH:46][CH2:45][C:43]2[CH:42]=[CH:41][N:40]=[C:39]([C:36]3[CH:35]=[CH:34][C:33]([O:32][C:31]([F:48])([F:30])[F:47])=[CH:38][CH:37]=3)[CH:44]=2)=[O:7])(=[O:11])=[O:10])=[CH:13][CH:14]=1, predict the reactants needed to synthesize it. The reactants are: [CH2:1]([N:3]([S:9]([C:12]1[CH:17]=[CH:16][C:15]([F:18])=[CH:14][CH:13]=1)(=[O:11])=[O:10])[C:4](=[CH2:8])[C:5]([OH:7])=O)[CH3:2].CCOC(OC(OCC)=O)=O.[F:30][C:31]([F:48])([F:47])[O:32][C:33]1[CH:38]=[CH:37][C:36]([C:39]2[CH:44]=[C:43]([CH2:45][NH2:46])[CH:42]=[CH:41][N:40]=2)=[CH:35][CH:34]=1. (3) Given the product [Cl:1][C:2]1[CH:7]=[CH:6][C:5]([C:8]([C:11]2[N:15]([C:16]3[CH:21]=[CH:20][C:19]([F:22])=[CH:18][CH:17]=3)[C:14]([S:23][CH2:24][C:25]3[C:30]([F:31])=[CH:29][C:28]([S:32]([NH:47][C@H:46]([CH3:48])[C:45]([O:44][CH3:43])=[O:49])(=[O:35])=[O:34])=[CH:27][C:26]=3[F:36])=[N:13][CH:12]=2)([CH3:10])[CH3:9])=[CH:4][C:3]=1[O:37][CH3:38], predict the reactants needed to synthesize it. The reactants are: [Cl:1][C:2]1[CH:7]=[CH:6][C:5]([C:8]([C:11]2[N:15]([C:16]3[CH:21]=[CH:20][C:19]([F:22])=[CH:18][CH:17]=3)[C:14]([S:23][CH2:24][C:25]3[C:30]([F:31])=[CH:29][C:28]([S:32]([OH:35])(=[O:34])=O)=[CH:27][C:26]=3[F:36])=[N:13][CH:12]=2)([CH3:10])[CH3:9])=[CH:4][C:3]=1[O:37][CH3:38].S(Cl)(Cl)=O.[CH3:43][O:44][C:45](=[O:49])[C@@H:46]([CH3:48])[NH2:47].C([O-])([O-])=O.[Na+].[Na+].S(Cl)(Cl)(=O)=O. (4) Given the product [Cl:19][C:20]1[N:21]=[C:22]([C:27]2[CH:32]=[CH:31][CH:30]=[CH:29][C:28]=2[Cl:33])[N:23]=[C:24]([NH:7][C:4]2[CH:3]=[C:2]([CH3:1])[NH:6][N:5]=2)[CH:25]=1, predict the reactants needed to synthesize it. The reactants are: [CH3:1][C:2]1[NH:6][N:5]=[C:4]([NH2:7])[CH:3]=1.C(N(CC)C(C)C)(C)C.[I-].[Na+].[Cl:19][C:20]1[CH:25]=[C:24](Cl)[N:23]=[C:22]([C:27]2[CH:32]=[CH:31][CH:30]=[CH:29][C:28]=2[Cl:33])[N:21]=1.